This data is from Forward reaction prediction with 1.9M reactions from USPTO patents (1976-2016). The task is: Predict the product of the given reaction. (1) Given the reactants FC(F)(F)C(O)=O.[CH:8]1([C@H:11]([NH:31]C(=O)OC(C)(C)C)[C:12]2[N:21]([C:22]3[CH:27]=[CH:26][CH:25]=[C:24]([F:28])[CH:23]=3)[C:20](=[O:29])[C:19]3[C:14](=[CH:15][CH:16]=[CH:17][C:18]=3[F:30])[N:13]=2)[CH2:10][CH2:9]1.C([O-])(O)=O.[Na+], predict the reaction product. The product is: [NH2:31][C@@H:11]([CH:8]1[CH2:9][CH2:10]1)[C:12]1[N:21]([C:22]2[CH:27]=[CH:26][CH:25]=[C:24]([F:28])[CH:23]=2)[C:20](=[O:29])[C:19]2[C:14](=[CH:15][CH:16]=[CH:17][C:18]=2[F:30])[N:13]=1. (2) Given the reactants [F:1][C:2]1[CH:3]=[C:4]([NH:8][C:9]2[N:14]=[C:13]([NH:15][CH2:16][CH2:17][CH3:18])[C:12]([CH2:19]O)=[CH:11][N:10]=2)[CH:5]=[CH:6][CH:7]=1.[N+:21]([C:24]1[CH:25]=[C:26]([SH:30])[CH:27]=[CH:28][CH:29]=1)([O-:23])=[O:22].N(C(N1CCCCC1)=O)=NC(N1CCCCC1)=O, predict the reaction product. The product is: [F:1][C:2]1[CH:3]=[C:4]([NH:8][C:9]2[N:14]=[C:13]([NH:15][CH2:16][CH2:17][CH3:18])[C:12]([CH2:19][S:30][C:26]3[CH:27]=[CH:28][CH:29]=[C:24]([N+:21]([O-:23])=[O:22])[CH:25]=3)=[CH:11][N:10]=2)[CH:5]=[CH:6][CH:7]=1. (3) Given the reactants [NH:1]1C2=[N:1][CH:2]=[CH:3][CH:4]=[C:4]2[C:3](CC#N)=[CH:2]1.[CH:13]([N-:16][CH:17]([CH3:19])[CH3:18])([CH3:15])C.[Li+].CI.[Cl-].[NH4+].[CH2:25]1[CH2:29]OC[CH2:26]1, predict the reaction product. The product is: [NH:16]1[C:17]2[C:18](=[CH:26][CH:25]=[CH:29][CH:19]=2)[C:15]([CH:3]([CH3:4])[C:2]#[N:1])=[CH:13]1. (4) Given the reactants CN(C(ON1N=NC2C=CC=NC1=2)=[N+](C)C)C.F[P-](F)(F)(F)(F)F.[Cl:25][C:26]1[CH:27]=[C:28]([NH:41][C:42]2[N:47]=[CH:46][N:45]=[C:44]3[NH:48][N:49]=[C:50]([O:51][CH2:52][CH2:53][NH:54][CH3:55])[C:43]=23)[CH:29]=[CH:30][C:31]=1[O:32][CH2:33][C:34]1[CH:39]=[CH:38][CH:37]=[C:36]([F:40])[CH:35]=1.[C:56]([OH:60])(=O)[CH2:57][OH:58].CCN(C(C)C)C(C)C, predict the reaction product. The product is: [Cl:25][C:26]1[CH:27]=[C:28]([NH:41][C:42]2[N:47]=[CH:46][N:45]=[C:44]3[NH:48][N:49]=[C:50]([O:51][CH2:52][CH2:53][N:54]([CH3:55])[C:56](=[O:60])[CH2:57][OH:58])[C:43]=23)[CH:29]=[CH:30][C:31]=1[O:32][CH2:33][C:34]1[CH:39]=[CH:38][CH:37]=[C:36]([F:40])[CH:35]=1.